From a dataset of NCI-60 drug combinations with 297,098 pairs across 59 cell lines. Regression. Given two drug SMILES strings and cell line genomic features, predict the synergy score measuring deviation from expected non-interaction effect. (1) Drug 1: C1=CC(=CC=C1CCCC(=O)O)N(CCCl)CCCl. Drug 2: CC1C(C(=O)NC(C(=O)N2CCCC2C(=O)N(CC(=O)N(C(C(=O)O1)C(C)C)C)C)C(C)C)NC(=O)C3=C4C(=C(C=C3)C)OC5=C(C(=O)C(=C(C5=N4)C(=O)NC6C(OC(=O)C(N(C(=O)CN(C(=O)C7CCCN7C(=O)C(NC6=O)C(C)C)C)C)C(C)C)C)N)C. Cell line: SF-268. Synergy scores: CSS=48.0, Synergy_ZIP=6.53, Synergy_Bliss=7.37, Synergy_Loewe=7.74, Synergy_HSA=7.64. (2) Drug 1: C1=NC2=C(N1)C(=S)N=C(N2)N. Drug 2: C(CCl)NC(=O)N(CCCl)N=O. Cell line: HOP-62. Synergy scores: CSS=35.0, Synergy_ZIP=5.20, Synergy_Bliss=5.62, Synergy_Loewe=-14.2, Synergy_HSA=2.38. (3) Synergy scores: CSS=2.12, Synergy_ZIP=-0.541, Synergy_Bliss=0.894, Synergy_Loewe=0.271, Synergy_HSA=0.362. Drug 1: C1=NC(=NC(=O)N1C2C(C(C(O2)CO)O)O)N. Drug 2: CCC1(CC2CC(C3=C(CCN(C2)C1)C4=CC=CC=C4N3)(C5=C(C=C6C(=C5)C78CCN9C7C(C=CC9)(C(C(C8N6C)(C(=O)OC)O)OC(=O)C)CC)OC)C(=O)OC)O.OS(=O)(=O)O. Cell line: UACC62. (4) Drug 1: C(=O)(N)NO. Drug 2: CS(=O)(=O)OCCCCOS(=O)(=O)C. Cell line: KM12. Synergy scores: CSS=7.51, Synergy_ZIP=0.212, Synergy_Bliss=5.05, Synergy_Loewe=-0.227, Synergy_HSA=1.47. (5) Drug 1: CC12CCC(CC1=CCC3C2CCC4(C3CC=C4C5=CN=CC=C5)C)O. Drug 2: C(=O)(N)NO. Cell line: UACC62. Synergy scores: CSS=8.79, Synergy_ZIP=-3.15, Synergy_Bliss=-1.69, Synergy_Loewe=-0.205, Synergy_HSA=-0.266. (6) Drug 1: CCC1(CC2CC(C3=C(CCN(C2)C1)C4=CC=CC=C4N3)(C5=C(C=C6C(=C5)C78CCN9C7C(C=CC9)(C(C(C8N6C=O)(C(=O)OC)O)OC(=O)C)CC)OC)C(=O)OC)O.OS(=O)(=O)O. Drug 2: C1C(C(OC1N2C=NC(=NC2=O)N)CO)O. Cell line: SR. Synergy scores: CSS=19.9, Synergy_ZIP=-2.37, Synergy_Bliss=2.97, Synergy_Loewe=1.44, Synergy_HSA=4.18. (7) Drug 1: C(CCl)NC(=O)N(CCCl)N=O. Drug 2: N.N.Cl[Pt+2]Cl. Cell line: SK-MEL-2. Synergy scores: CSS=82.9, Synergy_ZIP=2.79, Synergy_Bliss=2.61, Synergy_Loewe=6.43, Synergy_HSA=8.97.